The task is: Predict the reaction yield, written as a fraction of the theoretical maximum amount of product (1.0 means a 100% yield; for example, 0.34 means a 34% yield).. This data is from Reaction yield outcomes from USPTO patents with 853,638 reactions. (1) The product is [NH2:1][C:2]1[CH:48]=[CH:47][C:5]([CH2:6][N:7]([C@H:15]2[CH2:20][CH2:19][CH2:18][C@@H:17]([NH:21][C:22]3[N:27]=[C:26]([C:28]4[C:36]5[C:31](=[CH:32][CH:33]=[CH:34][CH:35]=5)[NH:30][CH:29]=4)[C:25]([Cl:46])=[CH:24][N:23]=3)[CH2:16]2)[C:8](=[O:14])[O:9][C:10]([CH3:13])([CH3:12])[CH3:11])=[CH:4][CH:3]=1. The yield is 0.920. The catalyst is O1CCOCC1. The reactants are [NH2:1][C:2]1[CH:48]=[CH:47][C:5]([CH2:6][N:7]([C@H:15]2[CH2:20][CH2:19][CH2:18][C@@H:17]([NH:21][C:22]3[N:27]=[C:26]([C:28]4[C:36]5[C:31](=[CH:32][CH:33]=[CH:34][CH:35]=5)[N:30](S(C5C=CC=CC=5)(=O)=O)[CH:29]=4)[C:25]([Cl:46])=[CH:24][N:23]=3)[CH2:16]2)[C:8](=[O:14])[O:9][C:10]([CH3:13])([CH3:12])[CH3:11])=[CH:4][CH:3]=1.[OH-].[Na+].O. (2) The reactants are [NH2:1][C:2]1[N:3]=[CH:4][C:5]([C:18]2[CH:45]=[CH:44][C:21]([CH2:22][NH:23][CH:24]3[CH2:29][CH2:28][N:27](C(OC(C)(C)C)=O)[C@@H:26]([C:37]([O:39][C:40]([CH3:43])([CH3:42])[CH3:41])=[O:38])[CH2:25]3)=[CH:20][CH:19]=2)=[N:6][C:7]=1[NH:8][CH2:9][C:10]1[C:15]([Cl:16])=[CH:14][CH:13]=[CH:12][C:11]=1[Cl:17].Cl.[OH-].[Na+]. The catalyst is O1CCOCC1. The product is [NH2:1][C:2]1[N:3]=[CH:4][C:5]([C:18]2[CH:19]=[CH:20][C:21]([CH2:22][NH:23][CH:24]3[CH2:29][CH2:28][NH:27][C@@H:26]([C:37]([O:39][C:40]([CH3:41])([CH3:43])[CH3:42])=[O:38])[CH2:25]3)=[CH:44][CH:45]=2)=[N:6][C:7]=1[NH:8][CH2:9][C:10]1[C:15]([Cl:16])=[CH:14][CH:13]=[CH:12][C:11]=1[Cl:17]. The yield is 0.310. (3) The reactants are [Cl:1][C:2]1[C:3]2[CH:18]=[CH:17][NH:16][C:4]=2[N:5]=[C:6]([S:8][C:9]2[CH:14]=[CH:13][C:12]([F:15])=[CH:11][CH:10]=2)[N:7]=1.[H-].[Na+].Cl[CH2:22][C:23]([N:25]([CH3:27])[CH3:26])=[O:24]. The catalyst is CN(C=O)C. The product is [Cl:1][C:2]1[C:3]2[CH:18]=[CH:17][N:16]([CH2:22][C:23]([N:25]([CH3:27])[CH3:26])=[O:24])[C:4]=2[N:5]=[C:6]([S:8][C:9]2[CH:10]=[CH:11][C:12]([F:15])=[CH:13][CH:14]=2)[N:7]=1. The yield is 0.740. (4) The reactants are O[C:2]1[CH:7]=[C:6]([O:8][CH3:9])[CH:5]=[CH:4][C:3]=1[C:10]1([CH2:25][OH:26])[C:18]2[C:13](=[CH:14][CH:15]=[CH:16][CH:17]=2)[N:12]([CH2:19][CH2:20][CH2:21][CH2:22][CH3:23])[C:11]1=[O:24].C1(CCN2C3C(=CC=CC=3)C(C3C(O)=CC4OCOC=4C=3)(CO)C2=O)CC1. No catalyst specified. The product is [CH3:9][O:8][C:6]1[CH:5]=[CH:4][C:3]2[C:10]3([CH2:25][O:26][C:2]=2[CH:7]=1)[C:18]1[C:13](=[CH:14][CH:15]=[CH:16][CH:17]=1)[N:12]([CH2:19][CH2:20][CH2:21][CH2:22][CH3:23])[C:11]3=[O:24]. The yield is 0.990. (5) The reactants are C1CCC(N=C=NC2CCCCC2)CC1.[C:16]([NH:23][CH2:24][CH2:25][C:26]([OH:28])=O)([O:18][C:19]([CH3:22])([CH3:21])[CH3:20])=[O:17].[NH2:29][C:30]1[CH:31]=[C:32]([CH:37]=[CH:38][C:39]=1[NH:40][CH3:41])[C:33]([O:35][CH3:36])=[O:34]. The catalyst is C(Cl)Cl. The product is [C:19]([O:18][C:16]([NH:23][CH2:24][CH2:25][C:26]([NH:29][C:30]1[CH:31]=[C:32]([CH:37]=[CH:38][C:39]=1[NH:40][CH3:41])[C:33]([O:35][CH3:36])=[O:34])=[O:28])=[O:17])([CH3:20])([CH3:21])[CH3:22]. The yield is 0.930. (6) The reactants are BrC1C([N:8]([CH2:23][O:24][CH3:25])[S:9]([C:12]2[CH:17]=[CH:16][C:15](Cl)=[C:14]([C:19]([F:22])([F:21])[F:20])[CH:13]=2)(=[O:11])=[O:10])=CC(C)=CN=1.C([Mg]Cl)(C)C.CC1C(C=O)=C(C)C=CN=1. The catalyst is C1COCC1. The product is [CH3:25][O:24][CH2:23][NH:8][S:9]([C:12]1[CH:17]=[CH:16][CH:15]=[C:14]([C:19]([F:22])([F:20])[F:21])[CH:13]=1)(=[O:11])=[O:10]. The yield is 0.510. (7) The reactants are [C:1]1([NH:7][C:8](=[O:26])[O:9][C:10]2[CH:11]=[C:12]3[C:16](=[CH:17][CH:18]=2)[N:15](CC2C=CC=CC=2)[CH2:14][CH2:13]3)[CH:6]=[CH:5][CH:4]=[CH:3][CH:2]=1. The catalyst is C(O)(C)C.[OH-].[Pd+2].[OH-]. The product is [C:1]1([NH:7][C:8](=[O:26])[O:9][C:10]2[CH:11]=[C:12]3[C:16](=[CH:17][CH:18]=2)[NH:15][CH2:14][CH2:13]3)[CH:2]=[CH:3][CH:4]=[CH:5][CH:6]=1. The yield is 0.520.